Dataset: Forward reaction prediction with 1.9M reactions from USPTO patents (1976-2016). Task: Predict the product of the given reaction. (1) The product is: [OH:15][C:16]1[C:17]([O:28][CH3:29])([C:24]([O:26][CH3:27])=[O:25])[CH2:18][CH:19]([CH3:23])[C:20](=[O:22])[C:21]=1[C:4]([C:3]1[C:2]([CH3:1])=[N:10][C:9]([C:11]([F:14])([F:13])[F:12])=[CH:8][CH:7]=1)=[O:5]. Given the reactants [CH3:1][C:2]1[N:10]=[C:9]([C:11]([F:14])([F:13])[F:12])[CH:8]=[CH:7][C:3]=1[C:4](Cl)=[O:5].[OH:15][C:16]1[C:17]([O:28][CH3:29])([C:24]([O:26][CH3:27])=[O:25])[CH2:18][CH:19]([CH3:23])[C:20](=[O:22])[CH:21]=1.C(N(CC)CC)C.[C-]#N.[K+], predict the reaction product. (2) Given the reactants FC1C=CC(C[N:7]2C(=O)N(C3SC(C(O)=O)=C(C)N=3)C=N2)=CC=1.[Cl:24][C:25]1[CH:46]=[CH:45][C:28]([CH2:29][N:30]2[CH2:34][CH2:33][N:32]([C:35]3[S:36][C:37]([C:41](O)=[O:42])=[C:38]([CH3:40])[N:39]=3)[C:31]2=[O:44])=[CH:27][CH:26]=1, predict the reaction product. The product is: [Cl:24][C:25]1[CH:46]=[CH:45][C:28]([CH2:29][N:30]2[CH2:34][CH2:33][N:32]([C:35]3[S:36][C:37]([C:41]([NH2:7])=[O:42])=[C:38]([CH3:40])[N:39]=3)[C:31]2=[O:44])=[CH:27][CH:26]=1. (3) Given the reactants C([Si](C)(C)[O:6][CH2:7][CH2:8][C:9]1([S:12]([NH:15][C:16]2[C:21]([NH:22][C:23]3[CH:28]=[CH:27][C:26]([I:29])=[CH:25][C:24]=3[F:30])=[C:20]([CH3:31])[C:19](=[O:32])[N:18]([CH3:33])[CH:17]=2)(=[O:14])=[O:13])[CH2:11][CH2:10]1)(C)(C)C.Cl, predict the reaction product. The product is: [OH:6][CH2:7][CH2:8][C:9]1([S:12]([NH:15][C:16]2[C:21]([NH:22][C:23]3[CH:28]=[CH:27][C:26]([I:29])=[CH:25][C:24]=3[F:30])=[C:20]([CH3:31])[C:19](=[O:32])[N:18]([CH3:33])[CH:17]=2)(=[O:14])=[O:13])[CH2:11][CH2:10]1. (4) Given the reactants [Br:1][C:2]1[CH:3]=[C:4]([C:8](=[O:10])[CH3:9])[CH:5]=[CH:6][CH:7]=1.C(O[CH:14](OCC)[N:15]([CH3:17])[CH3:16])C, predict the reaction product. The product is: [Br:1][C:2]1[CH:3]=[C:4]([C:8](=[O:10])/[CH:9]=[CH:14]\[N:15]([CH3:17])[CH3:16])[CH:5]=[CH:6][CH:7]=1.